Predict the reactants needed to synthesize the given product. From a dataset of Full USPTO retrosynthesis dataset with 1.9M reactions from patents (1976-2016). The reactants are: [N:1]1[CH:6]=[C:5]([C@@H:7]2[CH2:12][CH2:11][CH2:10][N:8]2[CH3:9])[CH:4]=[CH:3][CH:2]=1.[Br:13][CH2:14][CH2:15][CH2:16][CH2:17][CH2:18][CH:19]=[C:20]([CH3:22])[CH3:21]. Given the product [BrH:13].[Br-:13].[CH3:21][C:20]([CH3:22])=[CH:19][CH2:18][CH2:17][CH2:16][CH2:15][CH2:14][N+:1]1[CH:2]=[CH:3][CH:4]=[C:5]([C@@H:7]2[CH2:12][CH2:11][CH2:10][N:8]2[CH3:9])[CH:6]=1, predict the reactants needed to synthesize it.